This data is from Forward reaction prediction with 1.9M reactions from USPTO patents (1976-2016). The task is: Predict the product of the given reaction. (1) The product is: [Cl:1][C:2]1[CH:10]=[CH:9][CH:8]=[C:7]2[C:3]=1[C:4]1([CH2:15][O:14][C:13]3[CH:16]=[C:17]4[C:21](=[CH:22][C:12]1=3)[CH2:20][CH2:19][O:18]4)[C:5](=[O:11])[N:6]2[CH2:36][C@H:33]1[CH2:32][CH2:25][CH2:35][O:34]1. Given the reactants [Cl:1][C:2]1[CH:10]=[CH:9][CH:8]=[C:7]2[C:3]=1[C:4]1([CH2:15][O:14][C:13]3[CH:16]=[C:17]4[C:21](=[CH:22][C:12]1=3)[CH2:20][CH2:19][O:18]4)[C:5](=[O:11])[NH:6]2.N1C2C(=CC=CC=2)[C:25]2([CH2:35][O:34][C:33]3[CH:36]=C4C(=C[C:32]2=3)CCO4)C1=O.CC1C=CC(S(OC[C@H]2CCCO2)(=O)=O)=CC=1.BrCC1CCCCO1, predict the reaction product. (2) Given the reactants O.[OH-].[Li+].[CH3:4][O:5][C:6]1[CH:11]=[C:10]([O:12][CH3:13])[CH:9]=[CH:8][C:7]=1[NH:14][C:15]([NH:17][C:18]1[C:19]([C:28]([NH:30][C@@H:31]([CH:36]2[CH2:41][CH2:40][CH2:39][CH2:38][CH2:37]2)[C:32]([O:34]C)=[O:33])=[O:29])=[CH:20][C:21]2[C:26]([CH:27]=1)=[CH:25][CH:24]=[CH:23][CH:22]=2)=[O:16].O.Cl, predict the reaction product. The product is: [CH3:4][O:5][C:6]1[CH:11]=[C:10]([O:12][CH3:13])[CH:9]=[CH:8][C:7]=1[NH:14][C:15]([NH:17][C:18]1[C:19]([C:28]([NH:30][C@@H:31]([CH:36]2[CH2:37][CH2:38][CH2:39][CH2:40][CH2:41]2)[C:32]([OH:34])=[O:33])=[O:29])=[CH:20][C:21]2[C:26]([CH:27]=1)=[CH:25][CH:24]=[CH:23][CH:22]=2)=[O:16]. (3) Given the reactants [CH3:1][C:2]1[CH:3]=[C:4]([C:12]2[CH:17]=[CH:16][CH:15]=[CH:14][CH:13]=2)[CH:5]=[C:6]([CH3:11])[C:7]=1[C:8](=[O:10])[CH3:9].[Br-:18].[Br-].[Br-].C([N+](CCCC)(CCCC)CCCC)CCC.C([N+](CCCC)(CCCC)CCCC)CCC.C([N+](CCCC)(CCCC)CCCC)CCC, predict the reaction product. The product is: [Br:18][CH2:9][C:8]([C:7]1[C:6]([CH3:11])=[CH:5][C:4]([C:12]2[CH:17]=[CH:16][CH:15]=[CH:14][CH:13]=2)=[CH:3][C:2]=1[CH3:1])=[O:10]. (4) Given the reactants [Sn](Cl)Cl.Cl.[N+:5]([C:8]1[CH:13]=[CH:12][C:11]([S:14]([F:19])([F:18])([F:17])([F:16])[F:15])=[CH:10][CH:9]=1)([O-])=O.[OH-].[Na+], predict the reaction product. The product is: [NH2:5][C:8]1[CH:13]=[CH:12][C:11]([S:14]([F:19])([F:15])([F:16])([F:17])[F:18])=[CH:10][CH:9]=1. (5) Given the reactants [I:1][C:2]1[N:3]=[C:4]([CH:15]=[O:16])[N:5]([CH2:7][O:8][CH2:9][CH2:10][Si:11]([CH3:14])([CH3:13])[CH3:12])[CH:6]=1.[BH4-].[Na+].O, predict the reaction product. The product is: [I:1][C:2]1[N:3]=[C:4]([CH2:15][OH:16])[N:5]([CH2:7][O:8][CH2:9][CH2:10][Si:11]([CH3:12])([CH3:13])[CH3:14])[CH:6]=1. (6) Given the reactants [Cl:1][C:2]1[C:11]2[N:10]([CH3:12])[O:9][C@H:8]3[NH:13][C@H:14]([C:16]([O:18][C@@H:19]4[C@:28]5([OH:29])[C@H:23]([C@H:24]([C:31]([CH3:33])=[CH2:32])[CH2:25][CH2:26][C@H:27]5[CH3:30])[CH:22]=[C:21]([CH3:34])[C@H:20]4[OH:35])=[O:17])[CH2:15][C@@:7]3([OH:36])[C:6]=2[CH:5]=[CH:4][CH:3]=1.[C:37](O[C:37](=[O:41])[CH:38]([CH3:40])[CH3:39])(=[O:41])[CH:38]([CH3:40])[CH3:39], predict the reaction product. The product is: [Cl:1][C:2]1[C:11]2[N:10]([CH3:12])[O:9][C@H:8]3[NH:13][C@H:14]([C:16]([O:18][C@@H:19]4[C@:28]5([OH:29])[C@H:23]([C@H:24]([C:31]([CH3:33])=[CH2:32])[CH2:25][CH2:26][C@H:27]5[CH3:30])[CH:22]=[C:21]([CH3:34])[C@H:20]4[O:35][C:37](=[O:41])[CH:38]([CH3:40])[CH3:39])=[O:17])[CH2:15][C@@:7]3([OH:36])[C:6]=2[CH:5]=[CH:4][CH:3]=1. (7) Given the reactants FC1C=C(C2N=C3C=C(NC)C=CN3C=2)C=CC=1OC.[CH3:21][NH:22][C:23]1[CH:28]=[CH:27][N:26]=[C:25]([NH2:29])[CH:24]=1.Br[CH2:31][C:32]([C:34]1[S:35][CH:36]=[CH:37][C:38]=1[Cl:39])=O, predict the reaction product. The product is: [Cl:39][C:38]1[CH:37]=[CH:36][S:35][C:34]=1[C:32]1[N:29]=[C:25]2[CH:24]=[C:23]([NH:22][CH3:21])[CH:28]=[CH:27][N:26]2[CH:31]=1. (8) Given the reactants [NH2:1][C:2]1[N:7]=[C:6]([C:8]2[NH:12][C:11](Br)=[C:10]([C:14]([NH2:16])=[O:15])[CH:9]=2)[CH:5]=[CH:4][N:3]=1.[Cl:17][C:18]1[CH:23]=[CH:22][C:21]([C:24]#[N:25])=[CH:20][C:19]=1B(O)O.C([O-])([O-])=O.[Na+].[Na+], predict the reaction product. The product is: [NH2:1][C:2]1[N:7]=[C:6]([C:8]2[NH:12][C:11]([C:19]3[CH:20]=[C:21]([C:24]#[N:25])[CH:22]=[CH:23][C:18]=3[Cl:17])=[C:10]([C:14]([NH2:16])=[O:15])[CH:9]=2)[CH:5]=[CH:4][N:3]=1. (9) Given the reactants N1C=CC=CC=1.[CH3:7][C:8]1[C:9]([NH2:15])=[N:10][CH:11]=[C:12]([CH3:14])[CH:13]=1.[CH3:16][C:17]1[C:21]([CH2:22][O:23][C:24]2[CH:29]=[CH:28][C:27]([S:30](Cl)(=[O:32])=[O:31])=[CH:26][CH:25]=2)=[C:20]([CH3:34])[O:19][N:18]=1.O, predict the reaction product. The product is: [CH3:16][C:17]1[C:21]([CH2:22][O:23][C:24]2[CH:25]=[CH:26][C:27]([S:30]([NH:15][C:9]3[C:8]([CH3:7])=[CH:13][C:12]([CH3:14])=[CH:11][N:10]=3)(=[O:32])=[O:31])=[CH:28][CH:29]=2)=[C:20]([CH3:34])[O:19][N:18]=1.